Dataset: Catalyst prediction with 721,799 reactions and 888 catalyst types from USPTO. Task: Predict which catalyst facilitates the given reaction. Reactant: [CH3:1][C:2]1[N:3]=[C:4]([C:7]2[C:8]3[CH2:31][CH2:30][CH2:29][CH2:28][C:9]=3[S:10][C:11]=2[NH:12][C:13]([CH:15]2[CH2:19][CH2:18][CH2:17][N:16]2[CH2:20][C:21]([O:23]C(C)(C)C)=[O:22])=[O:14])[S:5][CH:6]=1.C(O)(C(F)(F)F)=O.C1(OC)C=CC=CC=1.C1(C)C=CC=CC=1. Product: [CH3:1][C:2]1[N:3]=[C:4]([C:7]2[C:8]3[CH2:31][CH2:30][CH2:29][CH2:28][C:9]=3[S:10][C:11]=2[NH:12][C:13]([CH:15]2[CH2:19][CH2:18][CH2:17][N:16]2[CH2:20][C:21]([OH:23])=[O:22])=[O:14])[S:5][CH:6]=1. The catalyst class is: 2.